Dataset: Catalyst prediction with 721,799 reactions and 888 catalyst types from USPTO. Task: Predict which catalyst facilitates the given reaction. (1) Reactant: C1(P(C2C=CC=CC=2)C2C=CC=CC=2)C=CC=CC=1.N1C=CN=C1.[I:25]I.[O:27]1[CH2:32][CH2:31][CH2:30][CH2:29][CH:28]1[O:33][CH:34]1[CH2:38][CH2:37][CH2:36][CH:35]1[CH2:39]O. Product: [I:25][CH2:39][CH:35]1[CH2:36][CH2:37][CH2:38][CH:34]1[O:33][CH:28]1[CH2:29][CH2:30][CH2:31][CH2:32][O:27]1. The catalyst class is: 34. (2) Reactant: [C:1]([C:3]1[CH:11]=[CH:10][C:6]([C:7]([OH:9])=O)=[CH:5][C:4]=1[CH3:12])#[N:2].S(Cl)(Cl)=O.[CH:17]1[CH:18]=[CH:19][N:20]2[CH2:26][C:25]3[CH:27]=[CH:28][CH:29]=[CH:30][C:24]=3[NH:23][CH2:22][C:21]=12. Product: [CH:17]1[CH:18]=[CH:19][N:20]2[CH2:26][C:25]3[CH:27]=[CH:28][CH:29]=[CH:30][C:24]=3[N:23]([C:7]([C:6]3[CH:10]=[CH:11][C:3]([C:1]#[N:2])=[C:4]([CH3:12])[CH:5]=3)=[O:9])[CH2:22][C:21]=12. The catalyst class is: 11. (3) Reactant: C(OC([N:8]1[CH2:13][CH2:12][N:11]([C:14]2[C:18]3[CH:19]=[N:20][CH:21]=[CH:22][C:17]=3[O:16][N:15]=2)[CH2:10][CH2:9]1)=O)(C)(C)C.[ClH:23].O1CCOCC1. Product: [ClH:23].[ClH:23].[N:11]1([C:14]2[C:18]3[CH:19]=[N:20][CH:21]=[CH:22][C:17]=3[O:16][N:15]=2)[CH2:10][CH2:9][NH:8][CH2:13][CH2:12]1. The catalyst class is: 2. (4) Reactant: [CH3:1][C:2]([NH:10][C:11](=[O:20])[O:12][CH2:13][C:14]1[CH:19]=[CH:18][CH:17]=[CH:16][CH:15]=1)([CH3:9])[C:3](=[O:8])[NH:4][CH2:5][CH:6]=O.C1C=CC(P(C2C=CC=CC=2)C2C=CC=CC=2)=CC=1.II.CCN(CC)CC. Product: [O:8]1[CH:6]=[CH:5][N:4]=[C:3]1[C:2]([NH:10][C:11](=[O:20])[O:12][CH2:13][C:14]1[CH:19]=[CH:18][CH:17]=[CH:16][CH:15]=1)([CH3:9])[CH3:1]. The catalyst class is: 34. (5) Reactant: CC1(C)C(C)(C)[O:5][B:4]([C:9]2[CH:10]=[C:11]([C@@H:15]([NH:17][C:18](=[O:20])[CH3:19])[CH3:16])[CH:12]=[CH:13][CH:14]=2)[O:3]1. Product: [C:18]([NH:17][C@H:15]([C:11]1[CH:10]=[C:9]([B:4]([OH:5])[OH:3])[CH:14]=[CH:13][CH:12]=1)[CH3:16])(=[O:20])[CH3:19]. The catalyst class is: 5. (6) Reactant: [Cl:1][C:2]1[CH:3]=[C:4]([C@H:8]([OH:22])[C@@H:9]2[CH2:14][CH2:13][CH2:12][N:11]([C:15]([O:17][C:18]([CH3:21])([CH3:20])[CH3:19])=[O:16])[CH2:10]2)[CH:5]=[CH:6][CH:7]=1.[H-].[Na+].Br[CH2:26][CH2:27][O:28][Si:29]([C:32]([CH3:35])([CH3:34])[CH3:33])([CH3:31])[CH3:30]. Product: [Si:29]([O:28][CH2:27][CH2:26][O:22][C@@H:8]([C:4]1[CH:5]=[CH:6][CH:7]=[C:2]([Cl:1])[CH:3]=1)[C@@H:9]1[CH2:14][CH2:13][CH2:12][N:11]([C:15]([O:17][C:18]([CH3:19])([CH3:21])[CH3:20])=[O:16])[CH2:10]1)([C:32]([CH3:35])([CH3:34])[CH3:33])([CH3:31])[CH3:30]. The catalyst class is: 1.